From a dataset of Forward reaction prediction with 1.9M reactions from USPTO patents (1976-2016). Predict the product of the given reaction. (1) Given the reactants CSC.B.[Br:5][C:6]1[CH:11]=[CH:10][C:9]([C:12](=[O:15])[CH2:13][Cl:14])=[CH:8][CH:7]=1, predict the reaction product. The product is: [Br:5][C:6]1[CH:7]=[CH:8][C:9]([C@@H:12]([OH:15])[CH2:13][Cl:14])=[CH:10][CH:11]=1. (2) Given the reactants [C:1]([O:5][C:6]([N:8]1[CH2:12][C@@H:11]([O:13][C:14]2[CH:23]=[CH:22][C:21]3[C:16](=[CH:17][CH:18]=[CH:19][CH:20]=3)[CH:15]=2)[CH2:10][C@H:9]1[C:24](O)=[O:25])=[O:7])([CH3:4])([CH3:3])[CH3:2], predict the reaction product. The product is: [C:1]([O:5][C:6]([N:8]1[CH2:12][C@@H:11]([O:13][C:14]2[CH:23]=[CH:22][C:21]3[C:16](=[CH:17][CH:18]=[CH:19][CH:20]=3)[CH:15]=2)[CH2:10][C@H:9]1[CH2:24][OH:25])=[O:7])([CH3:4])([CH3:3])[CH3:2]. (3) The product is: [F:7][C:8]1[C:13]([C:14]([F:16])([F:17])[F:15])=[CH:12][CH:11]=[CH:10][C:9]=1[CH2:18][C:19]1[N:20]=[C:21]2[S:28][C:27]([CH3:29])=[C:26]([C:30]([NH2:34])=[O:31])[N:22]2[C:23](=[O:25])[CH:24]=1. Given the reactants C(Cl)(=O)C(Cl)=O.[F:7][C:8]1[C:13]([C:14]([F:17])([F:16])[F:15])=[CH:12][CH:11]=[CH:10][C:9]=1[CH2:18][C:19]1[N:20]=[C:21]2[S:28][C:27]([CH3:29])=[C:26]([C:30](O)=[O:31])[N:22]2[C:23](=[O:25])[CH:24]=1.C[N:34](C=O)C.N.O1CCOCC1, predict the reaction product. (4) Given the reactants [C:1]1([C:7]2[O:11][N:10]=[C:9]([C:12]([NH:14][CH2:15][CH2:16][CH2:17][CH2:18][C:19]([OH:21])=O)=[O:13])[CH:8]=2)[CH:6]=[CH:5][CH:4]=[CH:3][CH:2]=1.CN(C(ON1N=NC2C=[CH:34][CH:35]=[N:36][C:31]1=2)=[N+](C)C)C.F[P-](F)(F)(F)(F)F.Cl.N1CCC1.CCN(C(C)C)C(C)C, predict the reaction product. The product is: [N:36]1([C:19](=[O:21])[CH2:18][CH2:17][CH2:16][CH2:15][NH:14][C:12]([C:9]2[CH:8]=[C:7]([C:1]3[CH:2]=[CH:3][CH:4]=[CH:5][CH:6]=3)[O:11][N:10]=2)=[O:13])[CH2:35][CH2:34][CH2:31]1.